Task: Regression. Given two drug SMILES strings and cell line genomic features, predict the synergy score measuring deviation from expected non-interaction effect.. Dataset: NCI-60 drug combinations with 297,098 pairs across 59 cell lines (1) Drug 1: CS(=O)(=O)CCNCC1=CC=C(O1)C2=CC3=C(C=C2)N=CN=C3NC4=CC(=C(C=C4)OCC5=CC(=CC=C5)F)Cl. Drug 2: CC1C(C(CC(O1)OC2CC(OC(C2O)C)OC3=CC4=CC5=C(C(=O)C(C(C5)C(C(=O)C(C(C)O)O)OC)OC6CC(C(C(O6)C)O)OC7CC(C(C(O7)C)O)OC8CC(C(C(O8)C)O)(C)O)C(=C4C(=C3C)O)O)O)O. Cell line: SN12C. Synergy scores: CSS=43.8, Synergy_ZIP=1.16, Synergy_Bliss=0.0452, Synergy_Loewe=-17.3, Synergy_HSA=-1.46. (2) Drug 1: CNC(=O)C1=CC=CC=C1SC2=CC3=C(C=C2)C(=NN3)C=CC4=CC=CC=N4. Drug 2: CC1C(C(=O)NC(C(=O)N2CCCC2C(=O)N(CC(=O)N(C(C(=O)O1)C(C)C)C)C)C(C)C)NC(=O)C3=C4C(=C(C=C3)C)OC5=C(C(=O)C(=C(C5=N4)C(=O)NC6C(OC(=O)C(N(C(=O)CN(C(=O)C7CCCN7C(=O)C(NC6=O)C(C)C)C)C)C(C)C)C)N)C. Cell line: NCI-H460. Synergy scores: CSS=3.58, Synergy_ZIP=6.55, Synergy_Bliss=11.0, Synergy_Loewe=9.48, Synergy_HSA=9.59. (3) Drug 1: CN(C)N=NC1=C(NC=N1)C(=O)N. Drug 2: CCCS(=O)(=O)NC1=C(C(=C(C=C1)F)C(=O)C2=CNC3=C2C=C(C=N3)C4=CC=C(C=C4)Cl)F. Cell line: HT29. Synergy scores: CSS=36.6, Synergy_ZIP=-3.98, Synergy_Bliss=-3.36, Synergy_Loewe=-24.6, Synergy_HSA=-3.12.